The task is: Predict the reactants needed to synthesize the given product.. This data is from Full USPTO retrosynthesis dataset with 1.9M reactions from patents (1976-2016). Given the product [CH2:20]([O:22][C:23]1[N:24]=[CH:25][C:26]([NH:29][C:30]([N:13]2[C@@H:14]3[CH2:18][N:17]([CH2:16][CH2:15]3)[C:11]3[CH:10]=[CH:9][C:8]([C:6]4[CH:5]=[CH:4][N:3]=[C:2]([CH3:1])[CH:7]=4)=[N:19][C:12]2=3)=[O:31])=[N:27][CH:28]=1)[CH3:21], predict the reactants needed to synthesize it. The reactants are: [CH3:1][C:2]1[CH:7]=[C:6]([C:8]2[CH:9]=[CH:10][C:11]3[N:17]4[CH2:18][C@H:14]([CH2:15][CH2:16]4)[NH:13][C:12]=3[N:19]=2)[CH:5]=[CH:4][N:3]=1.[CH2:20]([O:22][C:23]1[N:24]=[CH:25][C:26]([NH:29][C:30](=O)[O:31]C2C=CC=CC=2)=[N:27][CH:28]=1)[CH3:21].CO.